Dataset: NCI-60 drug combinations with 297,098 pairs across 59 cell lines. Task: Regression. Given two drug SMILES strings and cell line genomic features, predict the synergy score measuring deviation from expected non-interaction effect. (1) Drug 1: C1=CC(=CC=C1CCC2=CNC3=C2C(=O)NC(=N3)N)C(=O)NC(CCC(=O)O)C(=O)O. Drug 2: C1CN(CCN1C(=O)CCBr)C(=O)CCBr. Cell line: HT29. Synergy scores: CSS=34.6, Synergy_ZIP=-5.06, Synergy_Bliss=-3.88, Synergy_Loewe=-1.44, Synergy_HSA=0.612. (2) Drug 1: CS(=O)(=O)C1=CC(=C(C=C1)C(=O)NC2=CC(=C(C=C2)Cl)C3=CC=CC=N3)Cl. Drug 2: C1=NC(=NC(=O)N1C2C(C(C(O2)CO)O)O)N. Cell line: SK-MEL-5. Synergy scores: CSS=8.97, Synergy_ZIP=3.67, Synergy_Bliss=10.7, Synergy_Loewe=3.12, Synergy_HSA=5.53. (3) Drug 1: CC(C)(C#N)C1=CC(=CC(=C1)CN2C=NC=N2)C(C)(C)C#N. Drug 2: N.N.Cl[Pt+2]Cl. Cell line: PC-3. Synergy scores: CSS=40.6, Synergy_ZIP=-1.30, Synergy_Bliss=-0.577, Synergy_Loewe=-0.342, Synergy_HSA=-0.126. (4) Drug 1: C1=CC(=CC=C1CC(C(=O)O)N)N(CCCl)CCCl.Cl. Drug 2: CC1C(C(CC(O1)OC2CC(CC3=C2C(=C4C(=C3O)C(=O)C5=CC=CC=C5C4=O)O)(C(=O)C)O)N)O. Cell line: PC-3. Synergy scores: CSS=43.0, Synergy_ZIP=-4.17, Synergy_Bliss=-2.97, Synergy_Loewe=-28.1, Synergy_HSA=-1.25. (5) Drug 1: CN(C)C1=NC(=NC(=N1)N(C)C)N(C)C. Drug 2: CC1=C(C=C(C=C1)NC(=O)C2=CC=C(C=C2)CN3CCN(CC3)C)NC4=NC=CC(=N4)C5=CN=CC=C5. Cell line: SF-295. Synergy scores: CSS=1.28, Synergy_ZIP=-0.478, Synergy_Bliss=-1.65, Synergy_Loewe=-3.10, Synergy_HSA=-3.11. (6) Drug 1: C1CN(CCN1C(=O)CCBr)C(=O)CCBr. Drug 2: C1C(C(OC1N2C=NC(=NC2=O)N)CO)O. Cell line: MOLT-4. Synergy scores: CSS=80.6, Synergy_ZIP=1.56, Synergy_Bliss=1.65, Synergy_Loewe=6.89, Synergy_HSA=9.02. (7) Drug 1: C1CC(=O)NC(=O)C1N2CC3=C(C2=O)C=CC=C3N. Drug 2: CCCCCOC(=O)NC1=NC(=O)N(C=C1F)C2C(C(C(O2)C)O)O. Cell line: OVCAR-8. Synergy scores: CSS=2.29, Synergy_ZIP=4.62, Synergy_Bliss=0.964, Synergy_Loewe=1.70, Synergy_HSA=0.664. (8) Drug 1: CC1C(C(CC(O1)OC2CC(OC(C2O)C)OC3=CC4=CC5=C(C(=O)C(C(C5)C(C(=O)C(C(C)O)O)OC)OC6CC(C(C(O6)C)O)OC7CC(C(C(O7)C)O)OC8CC(C(C(O8)C)O)(C)O)C(=C4C(=C3C)O)O)O)O. Drug 2: C1=NNC2=C1C(=O)NC=N2. Cell line: NCI-H322M. Synergy scores: CSS=39.1, Synergy_ZIP=0.457, Synergy_Bliss=0.423, Synergy_Loewe=-17.5, Synergy_HSA=-0.443. (9) Drug 2: CC1=C(C=C(C=C1)C(=O)NC2=CC(=CC(=C2)C(F)(F)F)N3C=C(N=C3)C)NC4=NC=CC(=N4)C5=CN=CC=C5. Drug 1: CN(C)N=NC1=C(NC=N1)C(=O)N. Synergy scores: CSS=-0.274, Synergy_ZIP=1.43, Synergy_Bliss=0.846, Synergy_Loewe=-0.965, Synergy_HSA=-0.950. Cell line: OVCAR-4.